This data is from Full USPTO retrosynthesis dataset with 1.9M reactions from patents (1976-2016). The task is: Predict the reactants needed to synthesize the given product. (1) Given the product [CH3:34][O:35][CH2:36][C:37]([N:1]1[CH2:6][CH2:5][CH2:4][CH:3]([CH2:7][NH:8][C:9]([C:11]2[C:15]3[N:16]=[CH:17][N:18]=[C:19]([C:20]4[C:28]5[O:27][CH2:26][O:25][C:24]=5[CH:23]=[CH:22][C:21]=4[O:29][CH2:30][CH:31]4[CH2:33][CH2:32]4)[C:14]=3[NH:13][CH:12]=2)=[O:10])[CH2:2]1)=[O:38], predict the reactants needed to synthesize it. The reactants are: [NH:1]1[CH2:6][CH2:5][CH2:4][CH:3]([CH2:7][NH:8][C:9]([C:11]2[C:15]3[N:16]=[CH:17][N:18]=[C:19]([C:20]4[C:28]5[O:27][CH2:26][O:25][C:24]=5[CH:23]=[CH:22][C:21]=4[O:29][CH2:30][CH:31]4[CH2:33][CH2:32]4)[C:14]=3[NH:13][CH:12]=2)=[O:10])[CH2:2]1.[CH3:34][O:35][CH2:36][C:37](Cl)=[O:38]. (2) Given the product [CH3:50][O:51][C:52]1[CH:60]=[C:59]2[C:55]([CH2:56][N:57]([CH:61]3[CH2:62][O:63][CH2:64]3)[CH2:58]2)=[CH:54][C:53]=1[NH:65][C:15]1[N:14]=[CH:13][C:12]2=[CH:11][CH:10]=[C:9]([C:4]3[CH:5]=[CH:6][CH:7]=[CH:8][C:3]=3[O:2][CH3:1])[N:17]2[N:16]=1, predict the reactants needed to synthesize it. The reactants are: [CH3:1][O:2][C:3]1[CH:8]=[CH:7][CH:6]=[CH:5][C:4]=1[C:9]1[N:17]2[C:12]([CH:13]=[N:14][C:15](O)=[N:16]2)=[CH:11][CH:10]=1.[H-].[Na+].C1C=CC(N(S(C(F)(F)F)(=O)=O)S(C(F)(F)F)(=O)=O)=CC=1.[O-]S(C(F)(F)F)(=O)=O.[CH3:50][O:51][C:52]1[CH:60]=[C:59]2[C:55]([CH2:56][N:57]([CH:61]3[CH2:64][O:63][CH2:62]3)[CH2:58]2)=[CH:54][C:53]=1[NH2:65]. (3) Given the product [Br:1][C:2]1[CH:6]=[C:5]([C:7]([OH:9])=[O:8])[N:4]([C:12]2[C:17]([Cl:18])=[CH:16][CH:15]=[CH:14][N:13]=2)[N:3]=1, predict the reactants needed to synthesize it. The reactants are: [Br:1][C:2]1[CH2:6][CH:5]([C:7]([O:9]CC)=[O:8])[N:4]([C:12]2[C:17]([Cl:18])=[CH:16][CH:15]=[CH:14][N:13]=2)[N:3]=1.BrC1C=C(C(OCC)=O)N(C2C(Cl)=CC=CN2)N=1. (4) The reactants are: [CH:1](=O)[C:2]1[CH:7]=[CH:6][CH:5]=[CH:4][CH:3]=1.[CH:9]1[C:21]2[NH:20][C:19]3[C:14](=[CH:15][CH:16]=[CH:17][CH:18]=3)[C:13]=2[CH:12]=[C:11]([NH2:22])[C:10]=1[NH2:23]. Given the product [C:2]1([C:1]2[NH:22][C:11]3[C:10]([N:23]=2)=[CH:9][C:21]2[NH:20][C:19]4[C:14]([C:13]=2[CH:12]=3)=[CH:15][CH:16]=[CH:17][CH:18]=4)[CH:7]=[CH:6][CH:5]=[CH:4][CH:3]=1, predict the reactants needed to synthesize it.